Task: Predict the reaction yield, written as a fraction of the theoretical maximum amount of product (1.0 means a 100% yield; for example, 0.34 means a 34% yield).. Dataset: Reaction yield outcomes from USPTO patents with 853,638 reactions (1) The reactants are [O:1]=[S:2]1(=[O:9])[CH2:7][CH2:6][CH:5]([OH:8])[CH2:4][CH2:3]1.[S:10](Cl)([C:13]1[CH:19]=[CH:18][C:16]([CH3:17])=[CH:15][CH:14]=1)(=[O:12])=[O:11]. The catalyst is N1C=CC=CC=1. The product is [S:10]([O:8][CH:5]1[CH2:6][CH2:7][S:2](=[O:9])(=[O:1])[CH2:3][CH2:4]1)([C:13]1[CH:19]=[CH:18][C:16]([CH3:17])=[CH:15][CH:14]=1)(=[O:12])=[O:11]. The yield is 0.530. (2) No catalyst specified. The product is [CH3:24][CH:25]([CH3:28])[C:26]#[C:27][C:2]1[CH:23]=[CH:22][C:5]([C:6]([NH:8][S:9]([C:12]2[CH:17]=[CH:16][CH:15]=[CH:14][C:13]=2[S:18](=[O:21])(=[O:20])[NH2:19])(=[O:11])=[O:10])=[O:7])=[CH:4][N:3]=1. The reactants are Br[C:2]1[CH:23]=[CH:22][C:5]([C:6]([NH:8][S:9]([C:12]2[CH:17]=[CH:16][CH:15]=[CH:14][C:13]=2[S:18](=[O:21])(=[O:20])[NH2:19])(=[O:11])=[O:10])=[O:7])=[CH:4][N:3]=1.[CH3:24][CH:25]([CH3:28])[C:26]#[CH:27]. The yield is 0.400. (3) The reactants are Br[C:2]1[C:10]2[O:9][CH:8]([CH2:11][O:12][S:13]([C:16]3[CH:21]=[CH:20][C:19]([CH3:22])=[CH:18][CH:17]=3)(=[O:15])=[O:14])[O:7][C:6]=2[CH:5]=[C:4]([F:23])[CH:3]=1.[Cl:24][C:25]1[CH:30]=[C:29]([Cl:31])[CH:28]=[CH:27][C:26]=1B(O)O.C(=O)([O-])[O-].[K+].[K+]. The catalyst is COCCOC.O. The product is [Cl:24][C:25]1[CH:30]=[C:29]([Cl:31])[CH:28]=[CH:27][C:26]=1[C:2]1[C:10]2[O:9][CH:8]([CH2:11][O:12][S:13]([C:16]3[CH:17]=[CH:18][C:19]([CH3:22])=[CH:20][CH:21]=3)(=[O:14])=[O:15])[O:7][C:6]=2[CH:5]=[C:4]([F:23])[CH:3]=1. The yield is 0.810. (4) The catalyst is CN(C=O)C.O. The product is [CH:17]([C:20]1[C:28]2[C:23](=[N:24][CH:25]=[CH:26][C:27]=2[C:29]2[CH:30]=[N:31][C:32]3[C:37]([CH:38]=2)=[CH:36][CH:35]=[CH:34][CH:33]=3)[N:22]([C:4]2[C:3]([CH3:10])=[CH:2][CH:9]=[CH:8][C:5]=2[C:6]#[N:7])[N:21]=1)([CH3:19])[CH3:18]. The reactants are F[C:2]1[CH:9]=[CH:8][C:5]([C:6]#[N:7])=[CH:4][C:3]=1[CH3:10].C(=O)([O-])[O-].[Cs+].[Cs+].[CH:17]([C:20]1[C:28]2[C:23](=[N:24][CH:25]=[CH:26][C:27]=2[C:29]2[CH:30]=[N:31][C:32]3[C:37]([CH:38]=2)=[CH:36][CH:35]=[CH:34][CH:33]=3)[NH:22][N:21]=1)([CH3:19])[CH3:18].C(OCC)(=O)C. The yield is 0.730. (5) The reactants are [C:1]([C@H:4]1[CH2:6][C@@H:5]1[C:7]([O:9][CH3:10])=[O:8])(Cl)=[O:2].[Cl-].[Cl-].[Cl-].[Al+3].[Cl:15][C:16]1[C:25]2[O:24][CH2:23][CH2:22][CH2:21][C:20]=2[CH:19]=[CH:18][CH:17]=1.Cl. The catalyst is ClCCCl. The product is [Cl:15][C:16]1[C:25]2[O:24][CH2:23][CH2:22][CH2:21][C:20]=2[CH:19]=[C:18]([C:1]([C@H:4]2[CH2:6][C@@H:5]2[C:7]([O:9][CH3:10])=[O:8])=[O:2])[CH:17]=1. The yield is 0.430. (6) The reactants are [NH2:1][C:2]1[C:3]2[CH:30]=[CH:29][CH:28]=[CH:27][C:4]=2[C:5]2[C@H:6]([CH2:25][Cl:26])[CH2:7][N:8]([C:11]([C:13]34[CH2:17][C:15]([C:18]([O:20][C:21]([CH3:24])([CH3:23])[CH3:22])=[O:19])([CH2:16]3)[CH2:14]4)=[O:12])[C:9]=2[CH:10]=1.Cl[C:32](=[O:53])[C@@H:33]([NH:35][C:36](=[O:52])[O:37][CH2:38][CH:39]1[C:51]2[CH:50]=[CH:49][CH:48]=[CH:47][C:46]=2[C:45]2[C:40]1=[CH:41][CH:42]=[CH:43][CH:44]=2)[CH3:34]. The catalyst is C(Cl)Cl. The product is [Cl:26][CH2:25][C@H:6]1[C:5]2[C:4]3[CH:27]=[CH:28][CH:29]=[CH:30][C:3]=3[C:2]([NH:1][C:32](=[O:53])[C@H:33]([CH3:34])[NH:35][C:36]([O:37][CH2:38][CH:39]3[C:40]4[CH:41]=[CH:42][CH:43]=[CH:44][C:45]=4[C:46]4[C:51]3=[CH:50][CH:49]=[CH:48][CH:47]=4)=[O:52])=[CH:10][C:9]=2[N:8]([C:11]([C:13]23[CH2:17][C:15]([C:18]([O:20][C:21]([CH3:24])([CH3:22])[CH3:23])=[O:19])([CH2:16]2)[CH2:14]3)=[O:12])[CH2:7]1. The yield is 0.730. (7) The reactants are [CH2:1]([O:3][C:4](=[O:10])[CH2:5][S:6]([CH3:9])(=[O:8])=[O:7])[CH3:2].[H-].[Na+].I[CH2:14][CH3:15].[Cl-].[NH4+]. The catalyst is CN(C=O)C.O. The product is [CH3:9][S:6]([CH:5]([CH2:14][CH3:15])[C:4]([O:3][CH2:1][CH3:2])=[O:10])(=[O:8])=[O:7]. The yield is 0.260.